The task is: Binary Classification. Given a drug SMILES string, predict its activity (active/inactive) in a high-throughput screening assay against a specified biological target.. This data is from HIV replication inhibition screening data with 41,000+ compounds from the AIDS Antiviral Screen. (1) The compound is COC1(OC)C2(Cl)C3=CCCC=C3C1(Cl)C(Cl)=C2Cl. The result is 0 (inactive). (2) The compound is C[PH]1(C)CC[PH](C)(C)[Fe-3]1(C#[O+])(C#[O+])C#[O+]. The result is 0 (inactive). (3) The molecule is CC1=NC(=Cc2ccc(C=C3N=C(C)OC3=O)cc2)C(=O)O1. The result is 0 (inactive).